Dataset: Reaction yield outcomes from USPTO patents with 853,638 reactions. Task: Predict the reaction yield, written as a fraction of the theoretical maximum amount of product (1.0 means a 100% yield; for example, 0.34 means a 34% yield). (1) The reactants are COC1C=CC(C[N:8]2[CH:12]=[C:11]([C:13]3[CH:18]=[CH:17][N:16]=[C:15]([O:19][C:20]4[CH:21]=[CH:22][C:23]([F:27])=[C:24]([NH2:26])[CH:25]=4)[N:14]=3)[CH:10]=[N:9]2)=CC=1.C(O)(C(F)(F)F)=O. The catalyst is ClCCl. The product is [NH:8]1[CH:12]=[C:11]([C:13]2[CH:18]=[CH:17][N:16]=[C:15]([O:19][C:20]3[CH:21]=[CH:22][C:23]([F:27])=[C:24]([NH2:26])[CH:25]=3)[N:14]=2)[CH:10]=[N:9]1. The yield is 0.430. (2) The reactants are [C:1]([NH:24][CH2:25][C:26]([OH:28])=O)(=[O:23])[CH2:2][CH2:3]/[CH:4]=[CH:5]\[CH2:6]/[CH:7]=[CH:8]\[CH2:9]/[CH:10]=[CH:11]\[CH2:12]/[CH:13]=[CH:14]\[CH2:15]/[CH:16]=[CH:17]\[CH2:18]/[CH:19]=[CH:20]\[CH2:21][CH3:22].C1C=CC2N(O)N=NC=2C=1.CCN=C=NCCCN(C)C.[CH3:50][CH2:51][CH:52]([O:55][C@H:56]1[C@H:61]([NH:62][C:63]([CH3:65])=[O:64])[C@@H:60]([NH2:66])[CH2:59][C:58]([C:67]([O:69][CH2:70][CH3:71])=[O:68])=[CH:57]1)[CH2:53][CH3:54].OP(O)(O)=O.CCN(CC)CC. The catalyst is C(Cl)Cl. The product is [C:63]([NH:62][C@@H:61]1[C@@H:60]([NH:66][C:26](=[O:28])[CH2:25][NH:24][C:1](=[O:23])[CH2:2][CH2:3]/[CH:4]=[CH:5]\[CH2:6]/[CH:7]=[CH:8]\[CH2:9]/[CH:10]=[CH:11]\[CH2:12]/[CH:13]=[CH:14]\[CH2:15]/[CH:16]=[CH:17]\[CH2:18]/[CH:19]=[CH:20]\[CH2:21][CH3:22])[CH2:59][C:58]([C:67]([O:69][CH2:70][CH3:71])=[O:68])=[CH:57][C@H:56]1[O:55][CH:52]([CH2:53][CH3:54])[CH2:51][CH3:50])(=[O:64])[CH3:65]. The yield is 0.360. (3) The reactants are C[O:2][C:3]([C:5]1[N:6]([CH3:26])[N:7]=[C:8]([O:10][CH2:11][C:12]2[C:13]([C:19]3[CH:24]=[CH:23][C:22]([F:25])=[CH:21][CH:20]=3)=[N:14][O:15][C:16]=2[CH2:17][OH:18])[CH:9]=1)=[O:4].[OH-].[Li+].Cl.C(OCC)(=O)C. The product is [F:25][C:22]1[CH:23]=[CH:24][C:19]([C:13]2[C:12]([CH2:11][O:10][C:8]3[CH:9]=[C:5]([C:3]([OH:4])=[O:2])[N:6]([CH3:26])[N:7]=3)=[C:16]([CH2:17][OH:18])[O:15][N:14]=2)=[CH:20][CH:21]=1. The yield is 0.920. The catalyst is C1COCC1.CO.O. (4) The reactants are [N:1]1([CH:7]2[CH2:12][CH2:11][N:10]([C:13](=[O:54])[C@H:14]([NH:34][C:35]([N:37]3[CH2:42][CH2:41][CH:40]([N:43]4[CH2:52][C:51]5[C:46](=[CH:47][CH:48]=[CH:49][CH:50]=5)[NH:45][C:44]4=[O:53])[CH2:39][CH2:38]3)=[O:36])[CH2:15][C:16]3[CH:17]=[C:18]4[C:22](=[CH:23][CH:24]=3)[N:21](S(CC[Si](C)(C)C)(=O)=O)[N:20]=[CH:19]4)[CH2:9][CH2:8]2)[CH2:6][CH2:5][CH2:4][CH2:3][CH2:2]1.[F-].[Cs+]. The catalyst is C(#N)C. The product is [N:1]1([CH:7]2[CH2:8][CH2:9][N:10]([C:13](=[O:54])[C@H:14]([NH:34][C:35]([N:37]3[CH2:38][CH2:39][CH:40]([N:43]4[CH2:52][C:51]5[C:46](=[CH:47][CH:48]=[CH:49][CH:50]=5)[NH:45][C:44]4=[O:53])[CH2:41][CH2:42]3)=[O:36])[CH2:15][C:16]3[CH:17]=[C:18]4[C:22](=[CH:23][CH:24]=3)[NH:21][N:20]=[CH:19]4)[CH2:11][CH2:12]2)[CH2:2][CH2:3][CH2:4][CH2:5][CH2:6]1. The yield is 0.630. (5) The catalyst is C1(C)C=CC=CC=1.O. The reactants are Cl[C:2]1[N:7]=[CH:6][C:5]([C:8]2[CH:13]=[CH:12][N:11]=[C:10]([NH:14][C:15]3[CH:16]=[C:17]([NH:22][C:23](=[O:34])[C:24]4[CH:29]=[CH:28][CH:27]=[C:26]([C:30]([F:33])([F:32])[F:31])[CH:25]=4)[CH:18]=[CH:19][C:20]=3[CH3:21])[N:9]=2)=[CH:4][CH:3]=1.[N:35]1[CH:40]=[CH:39][CH:38]=[C:37]([OH:41])[CH:36]=1.C1OCCOCCOCCOCCOCCOC1.[OH-].[K+]. The product is [CH3:21][C:20]1[CH:19]=[CH:18][C:17]([NH:22][C:23](=[O:34])[C:24]2[CH:29]=[CH:28][CH:27]=[C:26]([C:30]([F:31])([F:32])[F:33])[CH:25]=2)=[CH:16][C:15]=1[NH:14][C:10]1[N:9]=[C:8]([C:5]2[CH:6]=[N:7][C:2]([O:41][C:37]3[CH:36]=[N:35][CH:40]=[CH:39][CH:38]=3)=[CH:3][CH:4]=2)[CH:13]=[CH:12][N:11]=1. The yield is 0.262. (6) The reactants are [NH2:1][C:2]1[C:7]([NH:8][C:9]2[CH:14]=[CH:13][C:12]([I:15])=[CH:11][C:10]=2[F:16])=[C:6]([CH3:17])[C:5](=[O:18])[N:4]2[CH2:19][CH2:20][S:21][C:3]=12.[CH2:22]([O:29][CH2:30][C:31]1([S:34](Cl)(=[O:36])=[O:35])[CH2:33][CH2:32]1)[C:23]1[CH:28]=[CH:27][CH:26]=[CH:25][CH:24]=1. The catalyst is N1C=CC=CC=1. The product is [F:16][C:10]1[CH:11]=[C:12]([I:15])[CH:13]=[CH:14][C:9]=1[NH:8][C:7]1[C:2]([NH:1][S:34]([C:31]2([CH2:30][O:29][CH2:22][C:23]3[CH:28]=[CH:27][CH:26]=[CH:25][CH:24]=3)[CH2:33][CH2:32]2)(=[O:36])=[O:35])=[C:3]2[S:21][CH2:20][CH2:19][N:4]2[C:5](=[O:18])[C:6]=1[CH3:17]. The yield is 0.700. (7) The reactants are [C:1]([C:5]([C:13]1[CH:18]=[CH:17][CH:16]=[CH:15][CH:14]=1)([OH:12])[C:6]#[C:7][Si](C)(C)C)([CH3:4])([CH3:3])[CH3:2].C([O-])([O-])=O.[K+].[K+]. The catalyst is CO. The product is [C:1]([C:5]([C:13]1[CH:14]=[CH:15][CH:16]=[CH:17][CH:18]=1)([OH:12])[C:6]#[CH:7])([CH3:4])([CH3:2])[CH3:3]. The yield is 0.913. (8) The reactants are [CH3:1][O:2][C:3]1[CH:4]=[C:5]2[C:10](=[CH:11][C:12]=1[O:13][CH3:14])[N:9]=[CH:8][N:7]=[C:6]2[O:15][C:16]1[CH:26]=[CH:25][C:19]([O:20][CH2:21][C:22]([OH:24])=O)=[CH:18][CH:17]=1.CCN=C=NCCCN(C)C.Cl.C1C=CC2N(O)N=NC=2C=1.[CH2:49]1[C:58]2[C:53](=[CH:54][CH:55]=[CH:56][CH:57]=2)[CH2:52][CH2:51][NH:50]1.C(=O)([O-])O.[Na+]. The catalyst is C(Cl)(Cl)Cl.O. The product is [CH3:1][O:2][C:3]1[CH:4]=[C:5]2[C:10](=[CH:11][C:12]=1[O:13][CH3:14])[N:9]=[CH:8][N:7]=[C:6]2[O:15][C:16]1[CH:17]=[CH:18][C:19]([O:20][CH2:21][C:22]([N:50]2[CH2:51][CH2:52][C:53]3[C:58](=[CH:57][CH:56]=[CH:55][CH:54]=3)[CH2:49]2)=[O:24])=[CH:25][CH:26]=1. The yield is 0.300. (9) The reactants are [Cl:1][C:2]1[CH:7]2[CH2:8][CH:4]([CH2:5][CH2:6]2)[C:3]=1[CH:9]=O.C1(P(C2C=CC=CC=2)(C2C=CC=CC=2)=[CH:18][C:19]([O:21][CH2:22][CH3:23])=[O:20])C=CC=CC=1. The catalyst is C(Cl)Cl. The product is [Cl:1][C:2]1[CH:7]2[CH2:8][CH:4]([CH2:5][CH2:6]2)[C:3]=1/[CH:9]=[CH:18]/[C:19]([O:21][CH2:22][CH3:23])=[O:20]. The yield is 0.460.